Task: Predict the product of the given reaction.. Dataset: Forward reaction prediction with 1.9M reactions from USPTO patents (1976-2016) Given the reactants [CH3:1][C:2]1[C:3](=[O:10])[NH:4][C:5](=[O:9])[NH:6][C:7]=1[Cl:8].C(=O)([O-])[O-].[Cs+].[Cs+].Br[CH2:18][C:19]1[CH:31]=[CH:30][C:22]([C:23]([O:25][C:26]([CH3:29])([CH3:28])[CH3:27])=[O:24])=[CH:21][CH:20]=1.ClCCl.CO, predict the reaction product. The product is: [C:26]([O:25][C:23](=[O:24])[C:22]1[CH:21]=[CH:20][C:19]([CH2:18][N:4]2[C:3](=[O:10])[C:2]([CH3:1])=[C:7]([Cl:8])[NH:6][C:5]2=[O:9])=[CH:31][CH:30]=1)([CH3:29])([CH3:28])[CH3:27].